From a dataset of Forward reaction prediction with 1.9M reactions from USPTO patents (1976-2016). Predict the product of the given reaction. (1) Given the reactants [F:1][C:2]([F:24])([F:23])[O:3][C:4]1[CH:9]=[CH:8][C:7]([NH:10][CH2:11][CH2:12][C:13]2[CH:18]=[CH:17][C:16]([C:19]([F:22])([F:21])[F:20])=[CH:15][CH:14]=2)=[CH:6][CH:5]=1.C(OC([NH:32][CH:33]([C:37]1[CH:42]=[CH:41][CH:40]=[CH:39][CH:38]=1)[C:34](O)=[O:35])=O)(C)(C)C, predict the reaction product. The product is: [NH2:32][CH:33]([C:37]1[CH:42]=[CH:41][CH:40]=[CH:39][CH:38]=1)[C:34]([N:10]([C:7]1[CH:8]=[CH:9][C:4]([O:3][C:2]([F:23])([F:24])[F:1])=[CH:5][CH:6]=1)[CH2:11][CH2:12][C:13]1[CH:18]=[CH:17][C:16]([C:19]([F:22])([F:21])[F:20])=[CH:15][CH:14]=1)=[O:35]. (2) Given the reactants O[Li].O.C[O:5][C:6](=[O:21])[C:7]1[CH:12]=[CH:11][CH:10]=[C:9]([O:13][CH2:14][C:15]2[CH:20]=[CH:19][CH:18]=[CH:17][CH:16]=2)[CH:8]=1.Cl, predict the reaction product. The product is: [CH2:14]([O:13][C:9]1[CH:8]=[C:7]([CH:12]=[CH:11][CH:10]=1)[C:6]([OH:21])=[O:5])[C:15]1[CH:16]=[CH:17][CH:18]=[CH:19][CH:20]=1.